From a dataset of Forward reaction prediction with 1.9M reactions from USPTO patents (1976-2016). Predict the product of the given reaction. (1) Given the reactants [C:1]([NH:9][C:10]1[S:11][CH2:12][C@@H:13]2[CH2:19][C@H:18]([C:20]([NH:22]CC(OC)OC)=[O:21])[O:17][CH2:16][C@:14]2([C:29]2[CH:34]=[CH:33][C:32]([F:35])=[CH:31][C:30]=2[F:36])[N:15]=1)(=[O:8])[C:2]1[CH:7]=[CH:6][CH:5]=[CH:4][CH:3]=1.[C:37]([NH:40]N)(=[O:39])[CH3:38], predict the reaction product. The product is: [C:37]([NH:40][NH:22][C:20]([C@@H:18]1[O:17][CH2:16][C@:14]2([C:29]3[CH:34]=[CH:33][C:32]([F:35])=[CH:31][C:30]=3[F:36])[N:15]=[C:10]([NH:9][C:1](=[O:8])[C:2]3[CH:3]=[CH:4][CH:5]=[CH:6][CH:7]=3)[S:11][CH2:12][C@@H:13]2[CH2:19]1)=[O:21])(=[O:39])[CH3:38]. (2) Given the reactants Cl.Cl.[NH2:3][CH2:4][CH2:5][N:6]1[C:14]2[C:13]([NH:15][C:16]3[CH:21]=[CH:20][C:19]([O:22][C:23]4[CH:28]=[CH:27][CH:26]=[C:25]([S:29]([CH2:32][CH:33]5[CH2:35][CH2:34]5)(=[O:31])=[O:30])[CH:24]=4)=[C:18]([Cl:36])[CH:17]=3)=[N:12][CH:11]=[N:10][C:9]=2[CH:8]=[CH:7]1.[OH:37][C:38]([CH3:44])([CH3:43])[CH2:39][C:40](O)=[O:41].Cl.C(N=C=NCCCN(C)C)C.O.ON1C2C=CC=CC=2N=N1.[CH3:68][S:69]([OH:72])(=[O:71])=[O:70], predict the reaction product. The product is: [CH3:68][S:69]([OH:72])(=[O:71])=[O:70].[Cl:36][C:18]1[CH:17]=[C:16]([NH:15][C:13]2[C:14]3[N:6]([CH2:5][CH2:4][NH:3][C:40](=[O:41])[CH2:39][C:38]([OH:37])([CH3:44])[CH3:43])[CH:7]=[CH:8][C:9]=3[N:10]=[CH:11][N:12]=2)[CH:21]=[CH:20][C:19]=1[O:22][C:23]1[CH:28]=[CH:27][CH:26]=[C:25]([S:29]([CH2:32][CH:33]2[CH2:35][CH2:34]2)(=[O:31])=[O:30])[CH:24]=1.